Regression. Given a peptide amino acid sequence and an MHC pseudo amino acid sequence, predict their binding affinity value. This is MHC class II binding data. From a dataset of Peptide-MHC class II binding affinity with 134,281 pairs from IEDB. (1) The peptide sequence is GELQIVDKIDAAFKR. The MHC is DRB1_0802 with pseudo-sequence DRB1_0802. The binding affinity (normalized) is 0.470. (2) The peptide sequence is EKKYFAATQFFPLAA. The MHC is HLA-DPA10103-DPB10601 with pseudo-sequence HLA-DPA10103-DPB10601. The binding affinity (normalized) is 0.847. (3) The peptide sequence is EKKYFAATQFEPNAA. The MHC is HLA-DPA10103-DPB10401 with pseudo-sequence HLA-DPA10103-DPB10401. The binding affinity (normalized) is 0.924. (4) The binding affinity (normalized) is 0. The MHC is HLA-DPA10103-DPB10301 with pseudo-sequence HLA-DPA10103-DPB10301. The peptide sequence is DIYNYMEPYVSKVDP. (5) The peptide sequence is YAHAAHAAHAAHAAHAA. The MHC is DRB1_0401 with pseudo-sequence DRB1_0401. The binding affinity (normalized) is 0.325. (6) The peptide sequence is TTSVIPAARLFKAFI. The MHC is HLA-DQA10501-DQB10201 with pseudo-sequence HLA-DQA10501-DQB10201. The binding affinity (normalized) is 0.176. (7) The peptide sequence is AAFKIAATAANSAPA. The MHC is DRB1_0701 with pseudo-sequence DRB1_0701. The binding affinity (normalized) is 0.823.